Dataset: Peptide-MHC class I binding affinity with 185,985 pairs from IEDB/IMGT. Task: Regression. Given a peptide amino acid sequence and an MHC pseudo amino acid sequence, predict their binding affinity value. This is MHC class I binding data. The MHC is HLA-B46:01 with pseudo-sequence HLA-B46:01. The binding affinity (normalized) is 0.0847. The peptide sequence is RIEQLYPFA.